This data is from Full USPTO retrosynthesis dataset with 1.9M reactions from patents (1976-2016). The task is: Predict the reactants needed to synthesize the given product. (1) Given the product [C:1]([O:5][C:6]([N:8]1[CH2:12][C@@H:11]([NH:13][C:14](=[O:16])[CH3:15])[C@H:10]([F:17])[C@H:9]1[C:18]([OH:20])=[O:19])=[O:7])([CH3:2])([CH3:3])[CH3:4], predict the reactants needed to synthesize it. The reactants are: [C:1]([O:5][C:6]([N:8]1[CH2:12][C@@H:11]([NH:13][C:14](=[O:16])[CH3:15])[C@H:10]([F:17])[C@H:9]1[C:18]([O:20]CC1C=CC=CC=1)=[O:19])=[O:7])([CH3:4])([CH3:3])[CH3:2]. (2) Given the product [C:7]1([CH:6]([NH:13][S:14]([C:17]2[CH:22]=[CH:21][CH:20]=[CH:19][CH:18]=2)(=[O:15])=[O:16])[CH2:3][CH:2]=[CH2:1])[CH:8]=[CH:9][CH:10]=[CH:11][CH:12]=1, predict the reactants needed to synthesize it. The reactants are: [CH2:1]([Mg]Br)[CH:2]=[CH2:3].[CH:6](=[N:13][S:14]([C:17]1[CH:22]=[CH:21][CH:20]=[CH:19][CH:18]=1)(=[O:16])=[O:15])[C:7]1[CH:12]=[CH:11][CH:10]=[CH:9][CH:8]=1. (3) Given the product [CH2:1]([C:3]1[N:7]([C:8]2[N:16]=[C:15]3[C:11]([N:12]=[C:13]([CH2:18][N:39]4[CH2:40][CH2:41][N:36]([CH:33]5[CH2:34][CH2:35][O:30][CH2:31][CH2:32]5)[CH2:37][CH2:38]4)[N:14]3[CH3:17])=[C:10]([N:20]3[CH2:25][CH2:24][O:23][CH2:22][CH2:21]3)[N:9]=2)[C:6]2[CH:26]=[CH:27][CH:28]=[CH:29][C:5]=2[N:4]=1)[CH3:2], predict the reactants needed to synthesize it. The reactants are: [CH2:1]([C:3]1[N:7]([C:8]2[N:16]=[C:15]3[C:11]([N:12]=[C:13]([CH:18]=O)[N:14]3[CH3:17])=[C:10]([N:20]3[CH2:25][CH2:24][O:23][CH2:22][CH2:21]3)[N:9]=2)[C:6]2[CH:26]=[CH:27][CH:28]=[CH:29][C:5]=2[N:4]=1)[CH3:2].[O:30]1[CH2:35][CH2:34][CH:33]([N:36]2[CH2:41][CH2:40][NH:39][CH2:38][CH2:37]2)[CH2:32][CH2:31]1.C(O[BH-](OC(=O)C)OC(=O)C)(=O)C.[Na+]. (4) Given the product [CH3:20][O:19][N:18]([CH3:17])[C:13](=[O:14])[CH2:12][C:10]1[CH:9]=[CH:8][C:5]2[O:6][CH2:7][C:2](=[O:1])[NH:3][C:4]=2[CH:11]=1, predict the reactants needed to synthesize it. The reactants are: [O:1]=[C:2]1[CH2:7][O:6][C:5]2[CH:8]=[CH:9][C:10]([CH2:12][C:13](Cl)=[O:14])=[CH:11][C:4]=2[NH:3]1.Cl.[CH3:17][NH:18][O:19][CH3:20].C(N(CC)CC)C.O.